This data is from Experimentally validated miRNA-target interactions with 360,000+ pairs, plus equal number of negative samples. The task is: Binary Classification. Given a miRNA mature sequence and a target amino acid sequence, predict their likelihood of interaction. (1) The miRNA is hsa-miR-1909-5p with sequence UGAGUGCCGGUGCCUGCCCUG. The protein sequence of the target gene is MRVLLACLLVCALVVSDSDGSNEVHKESGESNCGCLNGGKCVTYKYFSNIQRCSCPKKFQGEHCEIDTSKTCYQGNGHSYRGKANRDLSGRPCLAWDSPTVLLKMYHAHRSDAIQLGLGKHNYCRNPDNQRRPWCYVQIGLKQFVQFCMVQDCSVGKSPSSPREKEEFQCGQKALRPRFKIVGGQVTNAENQPWFAAIYRRHRGGSITYLCGGSLISPCWVVSATHCFIDHPKKENYIVYLGQSRLNSDTRGEMQFEVEKLILHEDYSAESLAHHNDIALLKIRTSRGQCAQPSRSIQTI.... Result: 0 (no interaction). (2) Result: 1 (interaction). The protein sequence of the target gene is MEIPKLLPARGTLQGGGGGGIPAGGGRVHRGPDSPAGQVPTRRLLLLRGPQDGGPGRRREEASTASRGPGPSLLAPRTDQPSGGGGGGGDDFFLVLLDPVGGDVETAGSGQAAGPVLREEAEEGPGLQGGESGANPAGPTALGPRCLSAVPTPAPISAPGPAAAFAGTVTIHNQDLLLRFENGVLTLATPPPHAWEPGAAPAQQPGCLIAPQAGFPHAAHPGDCPELPPDLLLAEPAEPAPAPAPEEEAEGPAAALGPRGPLGSGPGVVLYLCPEAQCGQTFAKKHQLKVHLLTHSSSQG.... The miRNA is hsa-miR-30d-5p with sequence UGUAAACAUCCCCGACUGGAAG. (3) The miRNA is hsa-miR-6739-5p with sequence UGGGAAAGAGAAAGAACAAGUA. The protein sequence of the target gene is MGMKVPGKGESGPSALLTPPMSSSSRGPGAGARRRRTRCRRCRACVRTECGDCHFCRDMKKFGGPGRMKQSCLLRQCTAPVLPHTAVCLLCGEAGKEDTVEGEEEKFGLSLMECTICNEIVHPGCLKMGKAEGVINAEIPNCWECPRCTQEGRTSKDSGEGPGRRRADNGEEGASLGSGWKLTEEPPLPPPPPRRKGPLPAGPPPEDVPGPPKRKEREAGNEPPTPRKKVKGGRERHLKKVGGDACLLRGSDPGGPGLLPPRVLNPSQAFSSCHPGLPPENWEKPKPPLASAEGPAVPSP.... Result: 1 (interaction). (4) The miRNA is hsa-miR-6130 with sequence UGAGGGAGUGGAUUGUAUG. The protein sequence of the target gene is MDKLKKVLSGQDTEDRSGLSEVVEASSLSWSTRIKGFIACFAIGILCSLLGTVLLWVPRKGLHLFAVFYTFGNIASIGSTIFLMGPVKQLKRMFEPTRLIATIMVLLCFALTLCSAFWWHNKGLALIFCILQSLALTWYSLSFIPFARDAVKKCFAVCLA. Result: 1 (interaction). (5) The miRNA is cel-miR-256 with sequence UGGAAUGCAUAGAAGACUGUA. The protein sequence of the target gene is MALAVAPWGRQWEEARALGRAVRMLQRLEEQCVDPRLSVSPPSLRDLLPRTAQLLREVAHSRRAAGGGGPGGPGGSGDFLLIYLANLEAKSRQVAALLPPRGRRSANDELFRAGSRLRRQLAKLAIIFSHMHAELHALFPGGKYCGHMYQLTKAPAHTFWRESCGARCVLPWAEFESLLGTCHPVEPGCTALALRTTIDLTCSGHVSIFEFDVFTRLFQPWPTLLKNWQLLAVNHPGYMAFLTYDEVQERLQACRDKPGSYIFRPSCTRLGQWAIGYVSSDGSILQTIPANKPLSQVLLE.... Result: 0 (no interaction). (6) The miRNA is mmu-miR-5123 with sequence UGUAGAUCCAUAUGCCAUGGUGUG. The protein sequence of the target gene is MSRGSSAGFDRHITIFSPEGRLYQVEYAFKAINQGGLTSVAVRGKDCAVIVTQKKVPDKLLDSSTVTHLFKITENIGCVMTGMTADSRSQVQRARYEAANWKYKYGYEIPVDMLCKRIADISQVYTQNAEMRPLGCCMILIGIDEEQGPQVYKCDPAGYYCGFKATAAGVKQTESTSFLEKKVKKKFDWTFEQTVETAITCLSTVLSIDFKPSEIEVGVVTVENPKFRILTEAEIDAHLVALAERD. Result: 0 (no interaction). (7) The miRNA is rno-miR-494-3p with sequence UGAAACAUACACGGGAAACCUCU. The protein sequence of the target gene is MALNKNHSEGGGVIVNNTESILMSYDHVELTFNDMKNVPEAFKGTKKGTVYLTPYRVIFLSKGKDAMQSFMMPFYLMKDCEIKQPVFGANYIKGTVKAEAGGGWEGSASYKLTFTAGGAIEFGQRMLQVASQASRGEVPSGAYGYSYMPSGAYVYPPPVANGMYPCPPGYPYPPPPPEFYPGPPMMDGAMGYVQPPPPPYPGPMEPPVSGPDVPSTPAAEAKAAEAAASAYYNPGNPHNVYMPTSQPPPPPYYPPEDKKTQ. Result: 0 (no interaction). (8) The miRNA is hsa-miR-616-3p with sequence AGUCAUUGGAGGGUUUGAGCAG. The protein sequence of the target gene is MPILLFLIDTSASMNQRSHLGTTYLDTAKGAVETFMKLRARDPASRGDRYMLVTFEEPPYAIKAGWKENHATFMNELKNLQAEGLTTLGQSLRTAFDLLNLNRLVTGIDNYGQGRNPFFLEPAIIITITDGSKLTTTSGVQDELHLPLNSPLPGSELTKEPFRWDQRLFALVLRLPGTMSVESEQLTGVPLDDSAITPMCEVTGGRSYSVCSPRMLNQCLESLVQKVQSGVVINFEKAGPDPSPVEDGQPDISRPFGSQPWHSCHKLIYVRPNPKTGVPIGHWPVPESFWPDQNSPTLPP.... Result: 1 (interaction). (9) The miRNA is hsa-miR-1911-3p with sequence CACCAGGCAUUGUGGUCUCC. The protein sequence of the target gene is MLAAARALRGPRPRWPTPAREHWTPAGRSRSRREAAEAEADVPVFQYVGERAARADRVFVWGFSFSGALGVPSFVVPSSGPGPRAGLRPRRRIQPVPYRLELDHKISSAACGYGFTLLSSKTKDVTKVWGMGLNKDSQLGFHRSRKDKTRGYEYVLEPSPVPLPLDRPQETKVLQVSCGRAHSLVLTDREGVFSMGNNSHGQCGRKVVEDEVYSESHKVHRMQDFDGQVVQVVCGQDHSLFLTDKGEVYSCGWGADGQTGLGHYNITSTPSKLGGDLAGVTVVQVATYGDCCLALSADGG.... Result: 0 (no interaction). (10) The miRNA is hsa-miR-495-3p with sequence AAACAAACAUGGUGCACUUCUU. The protein sequence of the target gene is MKVVNLKQAILQAWKERWSDYQWAINMKKFFPKGATWDILNLADALLEQAMIGPSPNPLILSYLKYAISSQMVSYSSVLTAISKFDDFSRDLCVQALLDIMDMFCDRLSCHGKAEECIGLCRALLSALHWLLRCTAASAERLREGLEAGTPAAGEKQLAMCLQRLEKTLSSTKNRALLHIAKLEEASSWTAIEHSLLKLGEILANLSNPQLRSQAEQCGTLIRSIPTMLSVHAEQMHKTGFPTVHAVILLEGTMNLTGETQSLVEQLTMVKRMQHIPTPLFVLEIWKACFVGLIESPEGT.... Result: 0 (no interaction).